Dataset: Forward reaction prediction with 1.9M reactions from USPTO patents (1976-2016). Task: Predict the product of the given reaction. Given the reactants I[C:2]1[CH:3]=[CH:4][C:5]2[N:6]([CH:8]=[C:9]([NH:11][C:12]([CH:14]3[CH2:16][CH2:15]3)=[O:13])[N:10]=2)[N:7]=1.[NH2:17][C:18]1[CH:19]=[C:20]([SH:24])[CH:21]=[CH:22][CH:23]=1.C(=O)([O-])[O-].[K+].[K+].CN(C)C=O, predict the reaction product. The product is: [NH2:17][C:18]1[CH:19]=[C:20]([S:24][C:2]2[CH:3]=[CH:4][C:5]3[N:6]([CH:8]=[C:9]([NH:11][C:12]([CH:14]4[CH2:16][CH2:15]4)=[O:13])[N:10]=3)[N:7]=2)[CH:21]=[CH:22][CH:23]=1.